Predict the product of the given reaction. From a dataset of Forward reaction prediction with 1.9M reactions from USPTO patents (1976-2016). (1) Given the reactants Br[C:2]1[C:10]([O:11][CH3:12])=[CH:9][C:5]([C:6]([OH:8])=[O:7])=[C:4]([O:13][CH3:14])[CH:3]=1.[F:15][C:16]([F:27])([F:26])[C:17]1[CH:22]=[CH:21][CH:20]=[CH:19][C:18]=1B(O)O.C(=O)([O-])[O-].[K+].[K+].Cl, predict the reaction product. The product is: [CH3:12][O:11][C:10]1[CH:9]=[C:5]([C:6]([OH:8])=[O:7])[C:4]([O:13][CH3:14])=[CH:3][C:2]=1[C:18]1[CH:19]=[CH:20][CH:21]=[CH:22][C:17]=1[C:16]([F:27])([F:26])[F:15]. (2) Given the reactants [NH:1]([CH2:3][C:4]([OH:6])=[O:5])[CH3:2].[CH3:7][CH:8]([CH3:26])[CH2:9][C:10]([O:12][CH2:13][CH2:14][O:15][C:16](ON1C(=O)CCC1=O)=[O:17])=[O:11], predict the reaction product. The product is: [CH3:2][N:1]([C:16]([O:15][CH2:14][CH2:13][O:12][C:10](=[O:11])[CH2:9][CH:8]([CH3:7])[CH3:26])=[O:17])[CH2:3][C:4]([OH:6])=[O:5].